From a dataset of Full USPTO retrosynthesis dataset with 1.9M reactions from patents (1976-2016). Predict the reactants needed to synthesize the given product. (1) Given the product [OH:3][CH2:2][CH2:1][O:4][C:21]([C:12]1[CH:13]=[CH:14][C:15]2[C:20](=[CH:19][CH:18]=[CH:17][CH:16]=2)[CH:11]=1)=[O:22], predict the reactants needed to synthesize it. The reactants are: [CH2:1]([OH:4])[CH2:2][OH:3].N1C=CC=CC=1.[CH:11]1[C:20]2[C:15](=[CH:16][CH:17]=[CH:18][CH:19]=2)[CH:14]=[CH:13][C:12]=1[C:21](Cl)=[O:22]. (2) The reactants are: [Si:1]([O:8][C:9]1[CH:10]=[N:11][C:12]2[N:13]([CH:15]=[C:16]([C:18]3[CH:23]=[C:22]([N+:24]([O-])=O)[CH:21]=[CH:20][C:19]=3[F:27])[N:17]=2)[CH:14]=1)([C:4]([CH3:7])([CH3:6])[CH3:5])([CH3:3])[CH3:2].[NH4+].[Cl-]. Given the product [Si:1]([O:8][C:9]1[CH:10]=[N:11][C:12]2[N:13]([CH:15]=[C:16]([C:18]3[CH:23]=[C:22]([CH:21]=[CH:20][C:19]=3[F:27])[NH2:24])[N:17]=2)[CH:14]=1)([C:4]([CH3:7])([CH3:5])[CH3:6])([CH3:2])[CH3:3], predict the reactants needed to synthesize it.